From a dataset of Forward reaction prediction with 1.9M reactions from USPTO patents (1976-2016). Predict the product of the given reaction. (1) Given the reactants [CH3:1][N:2]1[C:6]([C:7]2[CH:8]=[C:9]([NH2:23])[CH:10]=[CH:11][C:12]=2[O:13][CH2:14][CH2:15][N:16]2[CH2:22][CH2:21][CH2:20][O:19][CH2:18][CH2:17]2)=[CH:5][CH:4]=[N:3]1.CCN(C(C)C)C(C)C.[F:33][C:34]([F:45])([F:44])[C:35]1[CH:36]=[C:37]([CH:41]=[CH:42][CH:43]=1)[C:38](Cl)=[O:39], predict the reaction product. The product is: [CH3:1][N:2]1[C:6]([C:7]2[CH:8]=[C:9]([NH:23][C:38](=[O:39])[C:37]3[CH:41]=[CH:42][CH:43]=[C:35]([C:34]([F:33])([F:44])[F:45])[CH:36]=3)[CH:10]=[CH:11][C:12]=2[O:13][CH2:14][CH2:15][N:16]2[CH2:22][CH2:21][CH2:20][O:19][CH2:18][CH2:17]2)=[CH:5][CH:4]=[N:3]1. (2) Given the reactants N[C:2]1[CH:7]=[N:6][C:5]([C:8]#[N:9])=[CH:4][N:3]=1.Cl.[NH2:11][OH:12].C([N:15](CC)CC)C, predict the reaction product. The product is: [NH2:15][C:7]1[N:6]=[C:5]([C:8](=[N:11][OH:12])[NH2:9])[CH:4]=[N:3][CH:2]=1. (3) Given the reactants Br[CH2:2][C:3]1[CH:8]=[CH:7][CH:6]=[CH:5][N:4]=1.[F:9][C:10]([F:33])([F:32])[C:11]([C:17]1[CH:22]=[CH:21][C:20]([N:23](C)[CH2:24][C:25]2C=CC=[CH:27][CH:26]=2)=[CH:19][CH:18]=1)([OH:16])[C:12]([F:15])([F:14])[F:13].C(=O)([O-])[O-].[K+].[K+], predict the reaction product. The product is: [CH2:24]([N:23]([CH2:2][C:3]1[CH:8]=[CH:7][CH:6]=[CH:5][N:4]=1)[C:20]1[CH:21]=[CH:22][C:17]([C:11]([OH:16])([C:12]([F:13])([F:14])[F:15])[C:10]([F:9])([F:33])[F:32])=[CH:18][CH:19]=1)[CH2:25][CH2:26][CH3:27].